From a dataset of Forward reaction prediction with 1.9M reactions from USPTO patents (1976-2016). Predict the product of the given reaction. Given the reactants [Cl:1][C:2]1[CH:3]=[C:4]([CH:7]=[C:8]([Cl:10])[CH:9]=1)[CH:5]=[O:6].C1(C)C=CC(S(O)(=O)=O)=CC=1.[CH2:22](O)[CH2:23][OH:24].C(=O)(O)[O-].[Na+], predict the reaction product. The product is: [Cl:1][C:2]1[CH:3]=[C:4]([CH:5]2[O:24][CH2:23][CH2:22][O:6]2)[CH:7]=[C:8]([Cl:10])[CH:9]=1.